This data is from Full USPTO retrosynthesis dataset with 1.9M reactions from patents (1976-2016). The task is: Predict the reactants needed to synthesize the given product. (1) Given the product [CH3:6][CH:5]([CH2:7][N:8]([S:32]([C:35]1[CH:40]=[CH:39][C:38]([NH2:41])=[CH:37][CH:36]=1)(=[O:34])=[O:33])[CH2:9][C@@H:10]([OH:31])[C@@H:11]([NH:19][C:20]([O:22][C@@H:23]1[C@@H:27]2[CH2:28][CH2:29][O:30][C@@H:26]2[O:25][CH2:24]1)=[O:21])[CH2:12][C:13]1[CH:18]=[CH:17][CH:16]=[CH:15][CH:14]=1)[CH3:4], predict the reactants needed to synthesize it. The reactants are: CCO.[CH3:4][CH:5]([CH2:7][N:8]([S:32]([C:35]1[CH:36]=[CH:37][C:38]([NH2:41])=[CH:39][CH:40]=1)(=[O:34])=[O:33])[CH2:9][C@@H:10]([OH:31])[C@@H:11]([NH:19][C:20]([O:22][C@@H:23]1[C@@H:27]2[CH2:28][CH2:29][O:30][C@@H:26]2[O:25][CH2:24]1)=[O:21])[CH2:12][C:13]1[CH:14]=[CH:15][CH:16]=[CH:17][CH:18]=1)[CH3:6].C([O-])(=O)CCCCCCCCCCCCCCCCC.[Mg+2].C([O-])(=O)CCCCCCCCCCCCCCCCC. (2) Given the product [Br:7][C:8]1[CH:13]=[CH:12][CH:11]=[C:10]([O:14][CH:15]2[CH2:19][CH2:18][CH2:17][CH2:16]2)[CH:9]=1, predict the reactants needed to synthesize it. The reactants are: C(=O)([O-])[O-].[K+].[K+].[Br:7][C:8]1[CH:9]=[C:10]([OH:14])[CH:11]=[CH:12][CH:13]=1.[CH:15]1(Br)[CH2:19][CH2:18][CH2:17][CH2:16]1. (3) The reactants are: [Br:1][C:2]1[CH:10]=[CH:9][C:8]([O:11][CH3:12])=[CH:7][C:3]=1[C:4](O)=[O:5].B. Given the product [Br:1][C:2]1[CH:10]=[CH:9][C:8]([O:11][CH3:12])=[CH:7][C:3]=1[CH2:4][OH:5], predict the reactants needed to synthesize it.